Dataset: Catalyst prediction with 721,799 reactions and 888 catalyst types from USPTO. Task: Predict which catalyst facilitates the given reaction. (1) The catalyst class is: 8. Product: [Cl:9][C:10]1[N:15]=[C:14]([CH:16]=[N:2][OH:3])[CH:13]=[C:12]([CH3:18])[N:11]=1. Reactant: Cl.[NH2:2][OH:3].C([O-])(=O)C.[Na+].[Cl:9][C:10]1[N:15]=[C:14]([CH:16]=O)[CH:13]=[C:12]([CH3:18])[N:11]=1. (2) Reactant: [F:1][C:2]1[CH:7]=[CH:6][CH:5]=[C:4]([F:8])[C:3]=1[N:9]1[C:14]2[N:15]=[C:16](S(C)=O)[N:17]=[C:18]([C:19]3[CH:20]=[C:21]([CH:28]=[CH:29][C:30]=3[CH3:31])[C:22]([NH:24][CH:25]([CH3:27])[CH3:26])=[O:23])[C:13]=2[CH2:12][NH:11][C:10]1=[O:35].[CH3:36][N:37]1[CH2:42][CH2:41][NH:40][CH2:39][CH2:38]1. Product: [F:1][C:2]1[CH:7]=[CH:6][CH:5]=[C:4]([F:8])[C:3]=1[N:9]1[C:14]2[N:15]=[C:16]([N:40]3[CH2:41][CH2:42][N:37]([CH3:36])[CH2:38][CH2:39]3)[N:17]=[C:18]([C:19]3[CH:20]=[C:21]([CH:28]=[CH:29][C:30]=3[CH3:31])[C:22]([NH:24][CH:25]([CH3:27])[CH3:26])=[O:23])[C:13]=2[CH2:12][NH:11][C:10]1=[O:35]. The catalyst class is: 2. (3) Reactant: [I:1][C:2]1[CH:3]=[C:4]([C:8](=[O:15])[CH2:9][C:10]([O:12][CH2:13][CH3:14])=[O:11])[CH:5]=[CH:6][CH:7]=1.C([O-])([O-])=O.[K+].[K+].I[CH:23](C)[CH3:24]. Product: [I:1][C:2]1[CH:3]=[C:4]([CH:5]=[CH:6][CH:7]=1)[C:8]([CH:9]([CH2:23][CH3:24])[C:10]([O:12][CH2:13][CH3:14])=[O:11])=[O:15]. The catalyst class is: 21. (4) Reactant: [Cl:1][C:2]1[CH:3]=[C:4]([C:12]2[S:13][C:14]([C:17]3[CH:22]=[CH:21][CH:20]=[C:19](/[CH:23]=[CH:24]/[O:25]C)[C:18]=3[CH2:27][CH3:28])=[CH:15][N:16]=2)[CH:5]=[CH:6][C:7]=1[O:8][CH:9]([CH3:11])[CH3:10].Cl. Product: [Cl:1][C:2]1[CH:3]=[C:4]([C:12]2[S:13][C:14]([C:17]3[C:18]([CH2:27][CH3:28])=[C:19]([CH2:23][CH:24]=[O:25])[CH:20]=[CH:21][CH:22]=3)=[CH:15][N:16]=2)[CH:5]=[CH:6][C:7]=1[O:8][CH:9]([CH3:11])[CH3:10]. The catalyst class is: 7. (5) Reactant: [CH3:1][O:2][C:3]1[CH:4]=[C:5]([CH:8]=[CH:9][CH:10]=1)[CH2:6][NH2:7].[Cl:11][C:12]1[N:17]=[C:16](Cl)[C:15]([Cl:19])=[CH:14][N:13]=1.C(=O)([O-])[O-].[K+].[K+]. Product: [Cl:11][C:12]1[N:17]=[C:16]([NH:7][CH2:6][C:5]2[CH:8]=[CH:9][CH:10]=[C:3]([O:2][CH3:1])[CH:4]=2)[C:15]([Cl:19])=[CH:14][N:13]=1. The catalyst class is: 9.